From a dataset of Full USPTO retrosynthesis dataset with 1.9M reactions from patents (1976-2016). Predict the reactants needed to synthesize the given product. (1) Given the product [CH:9]1([CH2:12][C:13]2([S:16]([NH2:19])(=[O:17])=[O:18])[CH2:14][CH2:15]2)[CH2:10][CH2:11]1, predict the reactants needed to synthesize it. The reactants are: C(NC(=O)O)(C)(C)C.[CH:9]1([CH2:12][C:13]2([S:16]([NH2:19])(=[O:18])=[O:17])[CH2:15][CH2:14]2)[CH2:11][CH2:10]1.COCC1(S(N)(=O)=O)CC1. (2) Given the product [F:10][C:9]([F:11])([F:12])[CH:8]([C:13]([F:14])([F:15])[F:16])[CH:7]([NH2:17])[CH2:6][OH:5], predict the reactants needed to synthesize it. The reactants are: [BH4-].[Li+].C([O:5][C:6](=O)[CH:7]([NH2:17])[CH:8]([C:13]([F:16])([F:15])[F:14])[C:9]([F:12])([F:11])[F:10])C.Cl.